This data is from Full USPTO retrosynthesis dataset with 1.9M reactions from patents (1976-2016). The task is: Predict the reactants needed to synthesize the given product. (1) The reactants are: [Cl:1][CH2:2][C:3](Cl)=[O:4].[C:6]([C:10]1[CH:14]=[C:13]([NH2:15])[O:12][N:11]=1)([CH3:9])([CH3:8])[CH3:7].N1C=CC=CC=1. Given the product [C:6]([C:10]1[CH:14]=[C:13]([NH:15][C:3](=[O:4])[CH2:2][Cl:1])[O:12][N:11]=1)([CH3:9])([CH3:8])[CH3:7], predict the reactants needed to synthesize it. (2) Given the product [NH3:6].[NH:34]1[C:38]([CH2:39][NH:40][C:18]([C:9]2[CH:8]=[C:7]([NH:6][C:4](=[O:5])[C:3]3[CH:21]=[C:22]([C:26]4[CH:31]=[CH:30][C:29]([F:32])=[CH:28][N:27]=4)[C:23]([Cl:25])=[CH:24][C:2]=3[Cl:1])[N:11]([C:12]3[CH:17]=[CH:16][CH:15]=[CH:14][CH:13]=3)[N:10]=2)=[O:19])=[CH:37][N:36]=[N:35]1, predict the reactants needed to synthesize it. The reactants are: [Cl:1][C:2]1[CH:24]=[C:23]([Cl:25])[C:22]([C:26]2[CH:31]=[CH:30][C:29]([F:32])=[CH:28][N:27]=2)=[CH:21][C:3]=1[C:4]([NH:6][C:7]1[N:11]([C:12]2[CH:17]=[CH:16][CH:15]=[CH:14][CH:13]=2)[N:10]=[C:9]([C:18](O)=[O:19])[CH:8]=1)=[O:5].Cl.[NH:34]1[C:38]([CH2:39][NH2:40])=[CH:37][N:36]=[N:35]1.CN(C(ON1N=NC2C=CC=NC1=2)=[N+](C)C)C.F[P-](F)(F)(F)(F)F.C(N(CC)CC)C.